Dataset: Forward reaction prediction with 1.9M reactions from USPTO patents (1976-2016). Task: Predict the product of the given reaction. (1) Given the reactants [C:1]([O:5][C:6](=[O:21])[NH:7][C@@H:8]([CH:15]1[CH:19]=[CH:18][C:17](=[O:20])[O:16]1)[CH2:9][CH:10]([CH3:14])[CH2:11][CH:12]=[CH2:13])([CH3:4])([CH3:3])[CH3:2].[C:22]1(C)C=CC=CC=1, predict the reaction product. The product is: [C:1]([O:5][C:6](=[O:21])[NH:7][C@@H:8]([CH:15]1[CH2:19][CH:18]([CH3:22])[C:17](=[O:20])[O:16]1)[CH2:9][CH:10]([CH3:14])[CH2:11][CH:12]=[CH2:13])([CH3:2])([CH3:3])[CH3:4]. (2) The product is: [C:1]([N:4]1[CH2:9][CH2:8][N:7]([CH2:10][CH2:11][O:12][C:13]2[CH:14]=[CH:15][C:16]([C:19]3([OH:38])[CH2:24][CH2:23][N:22]([C:25]4[CH2:26][CH2:27][C:28]5[N:29]([C:31]([C:34]([F:36])([F:37])[F:35])=[N:32][N:33]=5)[N:30]=4)[CH2:21][CH2:20]3)=[CH:17][CH:18]=2)[CH2:6][CH2:5]1)(=[O:3])[CH3:2]. Given the reactants [C:1]([N:4]1[CH2:9][CH2:8][N:7]([CH2:10][CH2:11][O:12][C:13]2[CH:18]=[CH:17][C:16]([C:19]3([OH:38])[CH2:24][CH2:23][N:22]([C:25]4[CH:26]=[CH:27][C:28]5[N:29]([C:31]([C:34]([F:37])([F:36])[F:35])=[N:32][N:33]=5)[N:30]=4)[CH2:21][CH2:20]3)=[CH:15][CH:14]=2)[CH2:6][CH2:5]1)(=[O:3])[CH3:2].OC1C=CC(C2(O)CCN(C3C=CC4N(C(C(F)(F)F)=NN=4)N=3)CC2)=CC=1.CS(N1CCN(CCCOC2C=CC(C3CCN(C4CCC5N(C(C(F)(F)F)=NN=5)N=4)CC3)=CC=2)CC1)(=O)=O, predict the reaction product. (3) The product is: [CH2:1]([O:3][C:4](=[O:15])[C:5]([CH3:6])([S:7]([C:10]1[S:11][CH:12]=[CH:13][CH:14]=1)(=[O:8])=[O:9])[CH2:16][C:17]1[CH:22]=[CH:21][CH:20]=[CH:19][CH:18]=1)[CH3:2]. Given the reactants [CH2:1]([O:3][C:4](=[O:15])[CH:5]([S:7]([C:10]1[S:11][CH:12]=[CH:13][CH:14]=1)(=[O:9])=[O:8])[CH3:6])[CH3:2].[CH2:16](Br)[C:17]1[CH:22]=[CH:21][CH:20]=[CH:19][CH:18]=1, predict the reaction product. (4) Given the reactants [Br:1][C:2]1[CH:7]=[CH:6][C:5]([C:8]2[C:19](=[O:20])[NH:18][C:11]3[N:12]=[C:13]([S:16][CH3:17])[N:14]=[CH:15][C:10]=3[CH:9]=2)=[C:4]([Cl:21])[CH:3]=1.S(O[CH2:33][CH:34]1[CH2:39][CH2:38][N:37]([C:40]([O:42][C:43]([CH3:46])([CH3:45])[CH3:44])=[O:41])[CH2:36][CH2:35]1)(C1C=CC(C)=CC=1)(=O)=O, predict the reaction product. The product is: [Br:1][C:2]1[CH:7]=[CH:6][C:5]([C:8]2[C:19](=[O:20])[N:18]([CH2:33][CH:34]3[CH2:39][CH2:38][N:37]([C:40]([O:42][C:43]([CH3:44])([CH3:46])[CH3:45])=[O:41])[CH2:36][CH2:35]3)[C:11]3[N:12]=[C:13]([S:16][CH3:17])[N:14]=[CH:15][C:10]=3[CH:9]=2)=[C:4]([Cl:21])[CH:3]=1. (5) Given the reactants [C:1](N1C=CN=C1)(N1C=CN=C1)=[O:2].[CH2:13]([O:20][NH:21][CH2:22][CH2:23][CH2:24][CH2:25][CH2:26][CH2:27][N:28]1[C:34](=[O:35])[C:33]2[CH:36]=[CH:37][CH:38]=[CH:39][C:32]=2[O:31][C:30]2[CH:40]=[CH:41][CH:42]=[CH:43][C:29]1=2)[C:14]1[CH:19]=[CH:18][CH:17]=[CH:16][CH:15]=1.C(O)=O, predict the reaction product. The product is: [CH2:13]([O:20][N:21]([CH2:22][CH2:23][CH2:24][CH2:25][CH2:26][CH2:27][N:28]1[C:34](=[O:35])[C:33]2[CH:36]=[CH:37][CH:38]=[CH:39][C:32]=2[O:31][C:30]2[CH:40]=[CH:41][CH:42]=[CH:43][C:29]1=2)[CH:1]=[O:2])[C:14]1[CH:19]=[CH:18][CH:17]=[CH:16][CH:15]=1.